Dataset: Forward reaction prediction with 1.9M reactions from USPTO patents (1976-2016). Task: Predict the product of the given reaction. Given the reactants C(N(CC)CC)C.[Cl:8][C:9]1[CH:10]=[C:11]2[C:15](=[CH:16][CH:17]=1)[NH:14][CH:13]([C:18]([NH2:20])=[O:19])[CH2:12]2.[C:21](Cl)(=[O:23])[CH3:22], predict the reaction product. The product is: [C:21]([N:14]1[C:15]2[C:11](=[CH:10][C:9]([Cl:8])=[CH:17][CH:16]=2)[CH2:12][CH:13]1[C:18]([NH2:20])=[O:19])(=[O:23])[CH3:22].